From a dataset of Reaction yield outcomes from USPTO patents with 853,638 reactions. Predict the reaction yield, written as a fraction of the theoretical maximum amount of product (1.0 means a 100% yield; for example, 0.34 means a 34% yield). (1) The reactants are [Cl:1][C:2]1[N:3]=[C:4](Cl)[C:5]2[CH2:11][O:10][CH2:9][CH:8]([C:12]3[CH:17]=[CH:16][C:15]([Cl:18])=[CH:14][CH:13]=3)[C:6]=2[N:7]=1.[CH3:20][NH:21][CH3:22]. No catalyst specified. The product is [Cl:1][C:2]1[N:3]=[C:4]([N:21]([CH3:22])[CH3:20])[C:5]2[CH2:11][O:10][CH2:9][CH:8]([C:12]3[CH:17]=[CH:16][C:15]([Cl:18])=[CH:14][CH:13]=3)[C:6]=2[N:7]=1. The yield is 0.780. (2) The reactants are [Cl:1][C:2]1[N:3]=[N:4][C:5](Cl)=[CH:6][CH:7]=1.[C:9]([O:13][C:14]([N:16]1[CH2:23][CH:22]2[O:24][CH:18]([CH2:19][NH:20][CH2:21]2)[CH2:17]1)=[O:15])([CH3:12])([CH3:11])[CH3:10].C(N(CC)CC)C. The catalyst is C1(C)C=CC=CC=1.C(OCC)(=O)C. The product is [C:9]([O:13][C:14]([N:16]1[CH2:17][CH:18]2[O:24][CH:22]([CH2:21][N:20]([C:5]3[N:4]=[N:3][C:2]([Cl:1])=[CH:7][CH:6]=3)[CH2:19]2)[CH2:23]1)=[O:15])([CH3:12])([CH3:10])[CH3:11]. The yield is 0.600. (3) The reactants are [CH2:1]([O:5][C:6]([C:8]1[N:9]=[C:10]([OH:26])[C:11]2[C:16]([C:17]=1[O:18][CH2:19][C:20]1[CH:25]=[CH:24][CH:23]=[CH:22][CH:21]=1)=[CH:15][CH:14]=[CH:13][CH:12]=2)=[O:7])[CH2:2][CH2:3][CH3:4].[CH2:27](Cl)Cl. The catalyst is O. The product is [CH2:1]([O:5][C:6]([C:8]1[N:9]=[C:10]([O:26][CH3:27])[C:11]2[C:16]([C:17]=1[O:18][CH2:19][C:20]1[CH:21]=[CH:22][CH:23]=[CH:24][CH:25]=1)=[CH:15][CH:14]=[CH:13][CH:12]=2)=[O:7])[CH2:2][CH2:3][CH3:4]. The yield is 0.200. (4) The reactants are [C:1]([O:5][C:6]([N:8]1[CH2:13][CH:12]=[C:11]([C:14]2[C:22]3[S:21][C:20]([NH2:23])=[N:19][C:18]=3[C:17]([O:24][CH3:25])=[CH:16][CH:15]=2)[CH2:10][CH2:9]1)=[O:7])([CH3:4])([CH3:3])[CH3:2].C(N(CC)CC)C.[Cl:33][CH2:34][C:35]1[CH:43]=[CH:42][C:38]([C:39](Cl)=[O:40])=[CH:37][CH:36]=1.CO. The catalyst is O1CCOCC1.CN(C1C=CN=CC=1)C. The product is [C:1]([O:5][C:6]([N:8]1[CH2:9][CH:10]=[C:11]([C:14]2[C:22]3[S:21][C:20]([NH:23][C:39](=[O:40])[C:38]4[CH:42]=[CH:43][C:35]([CH2:34][Cl:33])=[CH:36][CH:37]=4)=[N:19][C:18]=3[C:17]([O:24][CH3:25])=[CH:16][CH:15]=2)[CH2:12][CH2:13]1)=[O:7])([CH3:4])([CH3:3])[CH3:2]. The yield is 0.740. (5) The reactants are [Cl:1][C:2]1[CH:10]=[CH:9][C:5]([C:6]([OH:8])=O)=[CH:4][CH:3]=1.[CH2:11]([O:13][C:14](=[O:33])[CH2:15][CH2:16][C:17]1[CH:22]=[CH:21][CH:20]=[C:19]([N:23]2[C:27]([NH2:28])=[CH:26][C:25]([C:29]([CH3:32])([CH3:31])[CH3:30])=[N:24]2)[CH:18]=1)[CH3:12]. The catalyst is O=S(Cl)Cl.C(Cl)Cl. The product is [CH2:11]([O:13][C:14](=[O:33])[CH2:15][CH2:16][C:17]1[CH:22]=[CH:21][CH:20]=[C:19]([N:23]2[C:27]([NH:28][C:6](=[O:8])[C:5]3[CH:4]=[CH:3][C:2]([Cl:1])=[CH:10][CH:9]=3)=[CH:26][C:25]([C:29]([CH3:32])([CH3:31])[CH3:30])=[N:24]2)[CH:18]=1)[CH3:12]. The yield is 0.640. (6) The reactants are [Cl:1][CH:2]([C:8](=[O:12])[CH2:9][CH2:10][CH3:11])[C:3]([O:5][CH2:6][CH3:7])=[O:4].CO.[H][H]. The catalyst is O. The product is [Cl:1][CH:2]([CH:8]([OH:12])[CH2:9][CH2:10][CH3:11])[C:3]([O:5][CH2:6][CH3:7])=[O:4]. The yield is 0.720.